This data is from Forward reaction prediction with 1.9M reactions from USPTO patents (1976-2016). The task is: Predict the product of the given reaction. Given the reactants [Cl:1][C:2]1[CH:7]=[C:6]([CH3:8])[CH:5]=[CH:4][C:3]=1[NH:9][C:10](=[O:31])[CH2:11][C@@H:12]([C:17]1[C:21]2[CH2:22][CH2:23][CH2:24][CH:25]([CH2:26][CH2:27][CH:28]([CH3:30])[CH3:29])[C:20]=2[O:19][N:18]=1)[CH2:13][CH2:14][CH2:15][OH:16].P([O-])([O-])([O-])=[O:33].Cl([O-])=O.[Na+].Cl[O-].[Na+].S([O-])([O-])=O.[Na+].[Na+].S([O-])(O)(=O)=O.[Na+], predict the reaction product. The product is: [Cl:1][C:2]1[CH:7]=[C:6]([CH3:8])[CH:5]=[CH:4][C:3]=1[NH:9][C:10]([CH2:11][C@@H:12]([C:17]1[C:21]2[CH2:22][CH2:23][CH2:24][CH:25]([CH2:26][CH2:27][CH:28]([CH3:29])[CH3:30])[C:20]=2[O:19][N:18]=1)[CH2:13][CH2:14][C:15]([OH:33])=[O:16])=[O:31].